The task is: Predict the product of the given reaction.. This data is from Forward reaction prediction with 1.9M reactions from USPTO patents (1976-2016). (1) Given the reactants [N:1]1[CH:6]=[CH:5][N:4]=[C:3]2[NH:7][CH:8]=[CH:9][C:2]=12.[F:10][C:11]1[C:16]([CH:17]=[O:18])=[C:15]([F:19])[CH:14]=[CH:13][C:12]=1[NH:20][S:21]([CH2:24][CH2:25][CH3:26])(=[O:23])=[O:22].[OH-].[K+].[Cl-].[NH4+], predict the reaction product. The product is: [F:10][C:11]1[C:16]([CH:17]([OH:18])[C:9]2[C:2]3[C:3](=[N:4][CH:5]=[CH:6][N:1]=3)[NH:7][CH:8]=2)=[C:15]([F:19])[CH:14]=[CH:13][C:12]=1[NH:20][S:21]([CH2:24][CH2:25][CH3:26])(=[O:23])=[O:22]. (2) Given the reactants [C:1]1(=[O:10])[C:9]2[C:4](=[CH:5][CH:6]=[CH:7][CH:8]=2)[CH2:3][CH2:2]1.[N+:11]([O-])([O-:13])=[O:12].[K+], predict the reaction product. The product is: [N+:11]([C:7]1[CH:8]=[C:9]2[C:4]([CH2:3][CH2:2][C:1]2=[O:10])=[CH:5][CH:6]=1)([O-:13])=[O:12]. (3) Given the reactants CO.[C:3](O)([CH3:6])([CH3:5])[CH3:4].O.[CH3:9][C:10]([O:13][CH3:14])([CH3:12])[CH3:11], predict the reaction product. The product is: [CH3:14][O:13][CH:10]([CH2:11][CH3:3])[CH3:9].[CH3:4][C:3]([CH2:6][C:10]([CH3:12])([CH3:11])[CH3:9])=[CH2:5]. (4) Given the reactants [NH2:1][C:2]1[CH:3]=[C:4]([CH:7]=[CH:8][C:9]=1[NH:10][CH2:11][CH2:12][CH2:13][OH:14])[C:5]#[N:6].[N:15]([O-])=O.[Na+], predict the reaction product. The product is: [OH:14][CH2:13][CH2:12][CH2:11][N:10]1[C:9]2[CH:8]=[CH:7][C:4]([C:5]#[N:6])=[CH:3][C:2]=2[N:1]=[N:15]1. (5) Given the reactants [CH2:1]([O:4][CH:5]1[CH2:13][C:12]2[C:7](=[CH:8][C:9]([O:14][CH3:15])=[CH:10][CH:11]=2)[CH:6]1[N:16]=[N+]=[N-])[CH:2]=[CH2:3].[H-].[H-].[H-].[H-].[Li+].[Al+3].S([O-])([O-])(=O)=O.[Na+].[Na+], predict the reaction product. The product is: [CH2:1]([O:4][C@@H:5]1[CH2:13][C:12]2[C:7](=[CH:8][C:9]([O:14][CH3:15])=[CH:10][CH:11]=2)[C@H:6]1[NH2:16])[CH:2]=[CH2:3]. (6) Given the reactants [N:1]1[C:10]2[C:5](=[CH:6][CH:7]=[CH:8][CH:9]=2)[N:4]=[CH:3][C:2]=1[C:11](Cl)=[O:12].[C@:14]12([CH3:24])[C:20]([CH3:22])([CH3:21])[CH:17]([CH2:18][CH2:19]1)[CH2:16][CH:15]2[NH2:23].N1C=CC=CC=1, predict the reaction product. The product is: [C@:14]12([CH3:24])[C:20]([CH3:21])([CH3:22])[C@@H:17]([CH2:18][CH2:19]1)[CH2:16][C@@H:15]2[NH:23][C:11]([C:2]1[CH:3]=[N:4][C:5]2[C:10](=[CH:9][CH:8]=[CH:7][CH:6]=2)[N:1]=1)=[O:12]. (7) Given the reactants [F:1][C:2]([F:36])([F:35])[C:3]1[CH:8]=[CH:7][C:6]([S:9]([C:12]2[CH:20]=[CH:19][C:18]3[N:17]([CH3:21])[C:16]4[CH2:22][CH:23]5[NH:27][CH:26]([C:15]=4[C:14]=3[C:13]=2C(OC(C)(C)C)=O)[CH2:25][CH2:24]5)(=[O:11])=[O:10])=[CH:5][CH:4]=1.C(O)(C(F)(F)F)=O, predict the reaction product. The product is: [F:36][C:2]([F:1])([F:35])[C:3]1[CH:8]=[CH:7][C:6]([S:9]([C:12]2[CH:13]=[C:14]3[C:18](=[CH:19][CH:20]=2)[N:17]([CH3:21])[C:16]2[CH2:22][CH:23]4[NH:27][CH:26]([C:15]3=2)[CH2:25][CH2:24]4)(=[O:10])=[O:11])=[CH:5][CH:4]=1. (8) Given the reactants Cl.[CH3:2][O:3][C:4]1[N:5]=[C:6]2[C:11](=[CH:12][CH:13]=1)[N:10]=[CH:9][CH:8]=[C:7]2[N:14]1[CH2:20][CH2:19][CH2:18][N:17]([CH2:21][CH2:22][NH2:23])[CH2:16][CH2:15]1.[O:24]=[C:25]1[CH2:30][S:29][C:28]2[CH:31]=[CH:32][C:33]([S:35](Cl)(=[O:37])=[O:36])=N[C:27]=2[NH:26]1.[CH:39](N(C(C)C)CC)(C)C, predict the reaction product. The product is: [CH3:2][O:3][C:4]1[N:5]=[C:6]2[C:11](=[CH:12][CH:13]=1)[N:10]=[CH:9][CH:8]=[C:7]2[N:14]1[CH2:20][CH2:19][CH2:18][N:17]([CH2:21][CH2:22][NH:23][S:35]([C:33]2[CH:32]=[CH:31][C:28]3[S:29][CH2:30][C:25](=[O:24])[NH:26][C:27]=3[CH:39]=2)(=[O:37])=[O:36])[CH2:16][CH2:15]1. (9) Given the reactants [Cl:1][C:2]1[CH:7]=[CH:6][C:5](/[CH:8]=[CH:9]/[B:10]2[O:14][C:13]([CH3:16])([CH3:15])[C:12]([CH3:18])([CH3:17])[O:11]2)=[CH:4][CH:3]=1.[CH3:19][Si:20]([CH:23]=[N+]=[N-])([CH3:22])[CH3:21], predict the reaction product. The product is: [Cl:1][C:2]1[CH:7]=[CH:6][C:5]([CH:8]2[CH:9]([B:10]3[O:14][C:13]([CH3:16])([CH3:15])[C:12]([CH3:18])([CH3:17])[O:11]3)[CH:19]2[Si:20]([CH3:23])([CH3:22])[CH3:21])=[CH:4][CH:3]=1. (10) Given the reactants [NH2:1][C:2]1[CH:10]=[CH:9][CH:8]=[CH:7][C:3]=1[C:4]([NH2:6])=[O:5].[C:11](N)(=O)[CH3:12], predict the reaction product. The product is: [CH3:11][C:12]1[NH:6][C:4](=[O:5])[C:3]2[C:2](=[CH:10][CH:9]=[CH:8][CH:7]=2)[N:1]=1.